From a dataset of Forward reaction prediction with 1.9M reactions from USPTO patents (1976-2016). Predict the product of the given reaction. Given the reactants [CH3:1][N:2]([CH3:7])[S:3]([CH3:6])(=[O:5])=[O:4].C([Li])CCC.[F:13][C:14]([F:31])([F:30])[C:15]1[CH:16]=[C:17](/[CH:21]=[N:22]/[C:23](=[O:29])[O:24][C:25]([CH3:28])([CH3:27])[CH3:26])[CH:18]=[CH:19][CH:20]=1.[Cl-].[NH4+], predict the reaction product. The product is: [CH3:1][N:2]([CH3:7])[S:3]([CH2:6][CH:21]([NH:22][C:23](=[O:29])[O:24][C:25]([CH3:27])([CH3:26])[CH3:28])[C:17]1[CH:18]=[CH:19][CH:20]=[C:15]([C:14]([F:31])([F:30])[F:13])[CH:16]=1)(=[O:5])=[O:4].